From a dataset of Catalyst prediction with 721,799 reactions and 888 catalyst types from USPTO. Predict which catalyst facilitates the given reaction. (1) Reactant: [CH3:1][O:2][C:3]([C:5]1[CH:9]=[C:8]([NH2:10])[NH:7][N:6]=1)=[O:4].[C:11]([CH2:19][C:20]([CH3:22])=O)(=O)[C:12]1[CH:17]=[CH:16][CH:15]=[CH:14][CH:13]=1. Product: [CH3:1][O:2][C:3]([C:5]1[CH:9]=[C:8]2[N:10]=[C:20]([CH3:22])[CH:19]=[C:11]([C:12]3[CH:17]=[CH:16][CH:15]=[CH:14][CH:13]=3)[N:7]2[N:6]=1)=[O:4].[CH3:1][O:2][C:3]([C:5]1[CH:9]=[C:8]2[N:10]=[C:11]([C:12]3[CH:17]=[CH:16][CH:15]=[CH:14][CH:13]=3)[CH:19]=[C:20]([CH3:22])[N:7]2[N:6]=1)=[O:4]. The catalyst class is: 15. (2) Reactant: [C:1]([O:5][C:6](=[O:33])[N:7]([CH2:9][CH:10]([C:26]1[CH:31]=[CH:30][C:29]([Cl:32])=[CH:28][CH:27]=1)[C:11]1[CH:16]=[CH:15][C:14](B2OC(C)(C)C(C)(C)O2)=[CH:13][CH:12]=1)[CH3:8])([CH3:4])([CH3:3])[CH3:2].Cl[C:35]1[CH:40]=[CH:39][N:38]=[C:37]2[NH:41][CH:42]=[CH:43][C:36]=12.C(=O)([O-])[O-].[K+].[K+]. Product: [C:1]([O:5][C:6](=[O:33])[N:7]([CH2:9][CH:10]([C:26]1[CH:27]=[CH:28][C:29]([Cl:32])=[CH:30][CH:31]=1)[C:11]1[CH:16]=[CH:15][C:14]([C:35]2[CH:40]=[CH:39][N:38]=[C:37]3[NH:41][CH:42]=[CH:43][C:36]=23)=[CH:13][CH:12]=1)[CH3:8])([CH3:4])([CH3:2])[CH3:3]. The catalyst class is: 12.